From a dataset of Full USPTO retrosynthesis dataset with 1.9M reactions from patents (1976-2016). Predict the reactants needed to synthesize the given product. The reactants are: C(O[C:6]([N:8]1[CH2:13][CH2:12][N:11]([CH2:14][CH2:15][N:16]2[CH2:20][CH2:19][CH2:18][CH2:17]2)[C:10](=[O:21])[CH2:9]1)=[O:7])(C)(C)C.Cl.C(N(CC)CC)C.[CH:30]1[C:39]2[C:34](=[CH:35][CH:36]=[CH:37][CH:38]=2)[CH:33]=[CH:32][C:31]=1/[CH:40]=[CH:41]/C(O)=O.F[P-](F)(F)(F)(F)F.N1(OC(N(C)C)=[N+](C)C)C2N=CC=CC=2N=N1. Given the product [CH:30]1[C:39]2[C:34](=[CH:35][CH:36]=[CH:37][CH:38]=2)[CH:33]=[CH:32][C:31]=1/[CH:40]=[CH:41]/[C:6]([N:8]1[CH2:13][CH2:12][N:11]([CH2:14][CH2:15][N:16]2[CH2:17][CH2:18][CH2:19][CH2:20]2)[C:10](=[O:21])[CH2:9]1)=[O:7], predict the reactants needed to synthesize it.